This data is from Catalyst prediction with 721,799 reactions and 888 catalyst types from USPTO. The task is: Predict which catalyst facilitates the given reaction. (1) Product: [CH3:1][C:2]1[C:6]([CH3:7])=[C:5]([NH:8][C:9]([N:31]2[CH2:32][CH2:33][N:28]([C:24]3[CH:25]=[CH:26][CH:27]=[C:22]([C:19]4[CH:20]=[CH:21][S:17][CH:18]=4)[CH:23]=3)[CH2:29][CH2:30]2)=[O:16])[O:4][N:3]=1. The catalyst class is: 16. Reactant: [CH3:1][C:2]1[C:6]([CH3:7])=[C:5]([NH:8][C:9](=[O:16])OCC(Cl)(Cl)Cl)[O:4][N:3]=1.[S:17]1[CH:21]=[CH:20][C:19]([C:22]2[CH:23]=[C:24]([N:28]3[CH2:33][CH2:32][NH:31][CH2:30][CH2:29]3)[CH:25]=[CH:26][CH:27]=2)=[CH:18]1.C(N(C(C)C)CC)(C)C.O. (2) Reactant: [CH3:1][O:2][C:3]1[CH:20]=[CH:19][C:6]([CH2:7][O:8][C:9]([C@@H:11]2[C@@H:14]([CH2:15][CH:16]=[CH2:17])[C:13](=[O:18])[NH:12]2)=[O:10])=[CH:5][CH:4]=1.C(N(CC)CC)C.[CH2:28]([CH:30]([N:37]=[C:38]=[O:39])[C:31]1[CH:36]=[CH:35][CH:34]=[CH:33][CH:32]=1)[CH3:29]. Product: [CH3:1][O:2][C:3]1[CH:4]=[CH:5][C:6]([CH2:7][O:8][C:9]([C@@H:11]2[C@@H:14]([CH2:15][CH:16]=[CH2:17])[C:13](=[O:18])[N:12]2[C:38](=[O:39])[NH:37][CH:30]([C:31]2[CH:36]=[CH:35][CH:34]=[CH:33][CH:32]=2)[CH2:28][CH3:29])=[O:10])=[CH:19][CH:20]=1. The catalyst class is: 2. (3) Reactant: N#N.[F:3][C:4]([F:18])([CH3:17])[CH2:5][CH2:6][CH2:7][CH2:8][C:9]1[O:10][CH:11]=[C:12]([C:14](O)=[O:15])[N:13]=1.CN(C=O)C.C(Cl)(=O)C([Cl:27])=O. Product: [F:3][C:4]([F:18])([CH3:17])[CH2:5][CH2:6][CH2:7][CH2:8][C:9]1[O:10][CH:11]=[C:12]([C:14]([Cl:27])=[O:15])[N:13]=1. The catalyst class is: 11. (4) Reactant: [Li][CH2:2][CH2:3][CH2:4][CH3:5].[F:16][C:15]([F:18])([F:17])[S:12](O[S:12]([C:15]([F:18])([F:17])[F:16])(=[O:14])=[O:13])(=[O:14])=[O:13].N1C=CC=CC=1.C([N:29]([CH2:32][CH3:33])CC)C. Product: [CH:4]1[CH:5]=[CH:33][C:32]([N:29]([S:12]([C:15]([F:16])([F:17])[F:18])(=[O:13])=[O:14])[S:12]([C:15]([F:18])([F:17])[F:16])(=[O:14])=[O:13])=[CH:2][CH:3]=1. The catalyst class is: 7. (5) Reactant: [CH2:1]([O:3][C:4]([C:6]1[C:15]2[C:10](=[CH:11][C:12]([O:17][CH3:18])=[C:13]([OH:16])[CH:14]=2)[C:9]([C:19](=[O:30])[C:20]2[CH:25]=[CH:24][CH:23]=[C:22]([O:26][CH:27]([CH3:29])[CH3:28])[CH:21]=2)=[N:8][CH:7]=1)=[O:5])[CH3:2].C(=O)([O-])[O-].[K+].[K+].[Br:37][CH2:38][CH2:39]Br.C(OCC)(=O)C.CCCCCC. The catalyst class is: 9. Product: [CH2:1]([O:3][C:4]([C:6]1[C:15]2[C:10](=[CH:11][C:12]([O:17][CH3:18])=[C:13]([O:16][CH2:39][CH2:38][Br:37])[CH:14]=2)[C:9]([C:19](=[O:30])[C:20]2[CH:25]=[CH:24][CH:23]=[C:22]([O:26][CH:27]([CH3:29])[CH3:28])[CH:21]=2)=[N:8][CH:7]=1)=[O:5])[CH3:2].